Predict the reaction yield, written as a fraction of the theoretical maximum amount of product (1.0 means a 100% yield; for example, 0.34 means a 34% yield). From a dataset of Reaction yield outcomes from USPTO patents with 853,638 reactions. The reactants are [CH:1]1([N:6]2[CH2:11][CH2:10][N:9]([C:12]([C:14]3[CH:15]=[C:16]4[C:20](=[CH:21][CH:22]=3)[NH:19][C:18]([C:23]([N:25]3[CH2:30][CH2:29][S:28](=[O:32])(=[O:31])[CH2:27][CH2:26]3)=[O:24])=[CH:17]4)=[O:13])[CH2:8][CH2:7]2)[CH2:5][CH2:4][CH2:3][CH2:2]1.[F:33][C:34]1[CH:35]=[C:36](B(O)O)[CH:37]=[CH:38][CH:39]=1.N1C=CC=CC=1. The catalyst is ClCCl.C([O-])(=O)C.[Cu+2].C([O-])(=O)C. The product is [CH:1]1([N:6]2[CH2:7][CH2:8][N:9]([C:12]([C:14]3[CH:15]=[C:16]4[C:20](=[CH:21][CH:22]=3)[N:19]([C:38]3[CH:37]=[CH:36][CH:35]=[C:34]([F:33])[CH:39]=3)[C:18]([C:23]([N:25]3[CH2:30][CH2:29][S:28](=[O:31])(=[O:32])[CH2:27][CH2:26]3)=[O:24])=[CH:17]4)=[O:13])[CH2:10][CH2:11]2)[CH2:2][CH2:3][CH2:4][CH2:5]1. The yield is 0.460.